Regression. Given a peptide amino acid sequence and an MHC pseudo amino acid sequence, predict their binding affinity value. This is MHC class I binding data. From a dataset of Peptide-MHC class I binding affinity with 185,985 pairs from IEDB/IMGT. (1) The peptide sequence is TSDYINTSL. The MHC is HLA-B40:01 with pseudo-sequence HLA-B40:01. The binding affinity (normalized) is 0.0847. (2) The peptide sequence is SDSGSGFW. The MHC is Mamu-B3901 with pseudo-sequence Mamu-B3901. The binding affinity (normalized) is 0.437. (3) The peptide sequence is GELIRILQRAL. The MHC is Mamu-B01 with pseudo-sequence Mamu-B01. The binding affinity (normalized) is 0.452. (4) The peptide sequence is RAWGRRLMI. The MHC is HLA-B08:01 with pseudo-sequence HLA-B08:01. The binding affinity (normalized) is 0.329. (5) The peptide sequence is RRQDILDLWIY. The MHC is HLA-B07:02 with pseudo-sequence HLA-B07:02. The binding affinity (normalized) is 0.0403. (6) The peptide sequence is RLHRLLLMR. The MHC is HLA-A66:01 with pseudo-sequence HLA-A66:01. The binding affinity (normalized) is 0.213.